The task is: Predict the reaction yield, written as a fraction of the theoretical maximum amount of product (1.0 means a 100% yield; for example, 0.34 means a 34% yield).. This data is from Reaction yield outcomes from USPTO patents with 853,638 reactions. (1) The reactants are [CH2:1]([C:3]1[CH:8]=[CH:7][CH:6]=[C:5]([CH2:9][CH3:10])[C:4]=1[NH:11][C:12]([C:14]1[C:18]2[CH2:19][CH2:20][CH2:21][C:22]3[C:23](=[N:24][C:25]([NH:28][C:29]4[CH:41]=[CH:40][C:32]([C:33]([O:35]C(C)(C)C)=[O:34])=[CH:31][C:30]=4[O:42][CH3:43])=[N:26][CH:27]=3)[C:17]=2[N:16]([CH3:44])[N:15]=1)=[O:13])[CH3:2].[C:45]([OH:51])([C:47]([F:50])([F:49])[F:48])=[O:46]. The yield is 1.00. The product is [F:48][C:47]([F:50])([F:49])[C:45]([OH:51])=[O:46].[CH2:9]([C:5]1[CH:6]=[CH:7][CH:8]=[C:3]([CH2:1][CH3:2])[C:4]=1[NH:11][C:12]([C:14]1[C:18]2[CH2:19][CH2:20][CH2:21][C:22]3[C:23](=[N:24][C:25]([NH:28][C:29]4[CH:41]=[CH:40][C:32]([C:33]([OH:35])=[O:34])=[CH:31][C:30]=4[O:42][CH3:43])=[N:26][CH:27]=3)[C:17]=2[N:16]([CH3:44])[N:15]=1)=[O:13])[CH3:10]. The catalyst is C(Cl)Cl. (2) The reactants are [CH2:1]([O:4][C@@:5]([CH3:10])([CH:8]=[CH2:9])[CH2:6][OH:7])[CH:2]=[CH2:3].CCN(C(C)C)C(C)C.[C:20](Cl)(=[O:27])[C:21]1[CH:26]=[CH:25][CH:24]=[CH:23][CH:22]=1. The catalyst is C(Cl)Cl.C(#N)C.CCOC(C)=O.CCCCCC. The product is [C:20]([O:7][CH2:6][C@:5]([O:4][CH2:1][CH:2]=[CH2:3])([CH3:10])[CH:8]=[CH2:9])(=[O:27])[C:21]1[CH:26]=[CH:25][CH:24]=[CH:23][CH:22]=1. The yield is 0.600. (3) The reactants are [Cl:1][CH2:2][CH2:3][CH2:4][CH2:5][CH2:6][CH2:7][CH2:8][CH2:9][CH2:10][CH2:11][C:12]#[C:13][CH:14](OCC)[O:15]CC.O. The catalyst is C1(C)C=CC(S(O)(=O)=O)=CC=1.O1CCCC1. The product is [Cl:1][CH2:2][CH2:3][CH2:4][CH2:5][CH2:6][CH2:7][CH2:8][CH2:9][CH2:10][CH2:11][C:12]#[C:13][CH:14]=[O:15]. The yield is 0.868. (4) The reactants are [C:1]([O:5][C:6](=[O:17])[NH:7][CH2:8][CH2:9][C:10]1[CH:15]=[CH:14][C:13]([NH2:16])=[CH:12][CH:11]=1)([CH3:4])([CH3:3])[CH3:2].[C:18]([O:24][CH2:25][C:26]1[CH:31]=[CH:30][CH:29]=[CH:28][CH:27]=1)(=[O:23])[CH2:19][C:20]([CH3:22])=O.[C:32]1(C)C=CC=CC=1. The catalyst is C1(C)C(S(O)(=O)=O)=CC=CC=1. The product is [CH2:25]([O:24][C:18](=[O:23])/[CH:19]=[C:20](/[NH:16][C:13]1[CH:14]=[CH:15][C:10]([CH2:9][CH2:8][NH:7][C:6]([O:5][C:1]([CH3:4])([CH3:2])[CH3:3])=[O:17])=[CH:11][C:12]=1[CH3:32])\[CH3:22])[C:26]1[CH:31]=[CH:30][CH:29]=[CH:28][CH:27]=1. The yield is 0.710. (5) The reactants are [H-].[Na+].[Br:3][C:4]1[CH:9]=[CH:8][C:7]([NH:10][C:11](=[O:13])[CH3:12])=[CH:6][CH:5]=1.CI.[C:16](=O)([O-])O.[Na+]. The catalyst is CN(C)C=O. The product is [Br:3][C:4]1[CH:5]=[CH:6][C:7]([N:10]([CH3:16])[C:11](=[O:13])[CH3:12])=[CH:8][CH:9]=1. The yield is 0.900. (6) The reactants are [S:1](Cl)([C:4]1[CH:10]=[CH:9][C:7]([CH3:8])=[CH:6][CH:5]=1)(=[O:3])=[O:2].[CH:12]([OH:17])=[CH:13][CH:14]([CH3:16])[CH3:15].CCCCCC. The catalyst is CN(C1C=CN=CC=1)C.ClCCl. The product is [S:1]([C:4]1[CH:10]=[CH:9][C:7]([CH3:8])=[CH:6][CH:5]=1)([O:17][CH2:12][CH2:13][C:14]([CH3:16])=[CH2:15])(=[O:3])=[O:2]. The yield is 0.850. (7) The reactants are Br[C:2]1[CH:3]=[C:4]([N:8]2[CH2:13][CH2:12][CH:11]([NH:14][C:15](=[O:19])[CH2:16][O:17][CH3:18])[CH2:10][CH2:9]2)[CH:5]=[CH:6][CH:7]=1.[B:20]1([B:20]2[O:24][C:23]([CH3:26])([CH3:25])[C:22]([CH3:28])([CH3:27])[O:21]2)[O:24][C:23]([CH3:26])([CH3:25])[C:22]([CH3:28])([CH3:27])[O:21]1.C(Cl)Cl.C([O-])(=O)C.[K+]. The catalyst is O1CCOCC1.C1C=CC(P(C2C=CC=CC=2)[C-]2C=CC=C2)=CC=1.C1C=CC(P(C2C=CC=CC=2)[C-]2C=CC=C2)=CC=1.Cl[Pd]Cl.[Fe+2]. The product is [CH3:18][O:17][CH2:16][C:15]([NH:14][CH:11]1[CH2:12][CH2:13][N:8]([C:4]2[CH:5]=[CH:6][CH:7]=[C:2]([B:20]3[O:24][C:23]([CH3:26])([CH3:25])[C:22]([CH3:28])([CH3:27])[O:21]3)[CH:3]=2)[CH2:9][CH2:10]1)=[O:19]. The yield is 0.810. (8) The reactants are [CH3:1][CH:2]([OH:8])[CH2:3][CH2:4][C:5]#[C:6][CH3:7].[CH:9](=[O:11])[CH3:10].C[Si]([O:16][S:17]([C:20]([F:23])([F:22])[F:21])(=O)=[O:18])(C)C.C([O-])(O)=O.[Na+]. The catalyst is ClCCl.C(OCC)C. The product is [F:21][C:20]([F:23])([F:22])[S:17]([O:8]/[C:2](=[C:3]1/[C@H:9]([CH3:10])[O:11][C@H:6]([CH3:7])[CH2:5][CH2:4]/1)/[CH3:1])(=[O:18])=[O:16]. The yield is 0.720. (9) The reactants are [CH3:1][C:2]1[C:7]([OH:8])=[C:6]([CH3:9])[CH:5]=[CH:4][N:3]=1.[H-].[Na+].[Br:12][C:13]1[CH:14]=[C:15]([N+]([O-])=O)[C:16]([C:19]#[N:20])=[N:17][CH:18]=1.[NH4+].[Cl-]. The catalyst is O.CN(C=O)C. The product is [Br:12][C:13]1[CH:14]=[C:15]([O:8][C:7]2[C:2]([CH3:1])=[N:3][CH:4]=[CH:5][C:6]=2[CH3:9])[C:16]([C:19]#[N:20])=[N:17][CH:18]=1. The yield is 0.922. (10) The reactants are [P:1]([O-:6])([O:4][CH3:5])[O:2][CH3:3].[CH:7](=[O:14])[C:8]1[CH:13]=[CH:12][CH:11]=[CH:10][CH:9]=1.[F-].[K+]. The catalyst is C(Cl)Cl. The product is [OH:14][CH:7]([P:1](=[O:6])([O:4][CH3:5])[O:2][CH3:3])[C:8]1[CH:13]=[CH:12][CH:11]=[CH:10][CH:9]=1. The yield is 1.00.